From a dataset of Forward reaction prediction with 1.9M reactions from USPTO patents (1976-2016). Predict the product of the given reaction. (1) The product is: [C:1]([O:5][C:6](=[O:21])[CH2:7][CH:8]([OH:20])[CH2:9][CH:10]([OH:19])[CH2:11][CH2:12][C:13]1[CH:14]=[CH:15][CH:16]=[CH:17][CH:18]=1)([CH3:4])([CH3:2])[CH3:3]. Given the reactants [C:1]([O:5][C:6](=[O:21])[CH2:7][C:8](=[O:20])[CH2:9][C@@H:10]([OH:19])[CH2:11][CH2:12][C:13]1[CH:18]=[CH:17][CH:16]=[CH:15][CH:14]=1)([CH3:4])([CH3:3])[CH3:2].[BH4-].[Na+].Cl, predict the reaction product. (2) Given the reactants [C:1]([C:3]1[N:8]=[C:7]([C:9]([OH:11])=[O:10])[CH:6]=[CH:5][CH:4]=1)#[N:2].[ClH:12].[H][H], predict the reaction product. The product is: [ClH:12].[NH2:2][CH2:1][C:3]1[N:8]=[C:7]([C:9]([OH:11])=[O:10])[CH:6]=[CH:5][CH:4]=1. (3) Given the reactants [ClH:1].[N:2]1[CH:7]=[CH:6][C:5]([C:8]2[S:9][CH:10]=[C:11]([NH:13][C:14](=[O:34])[NH:15][C:16]3[N:21]=[C:20]([CH2:22][N:23]4[CH2:28][CH2:27][CH2:26][CH2:25][CH:24]4[C:29]([O:31][CH2:32][CH3:33])=[O:30])[CH:19]=[CH:18][CH:17]=3)[N:12]=2)=[CH:4][CH:3]=1.CO, predict the reaction product. The product is: [ClH:1].[N:2]1[CH:3]=[CH:4][C:5]([C:8]2[S:9][CH:10]=[C:11]([NH:13][C:14](=[O:34])[NH:15][C:16]3[N:21]=[C:20]([CH2:22][N:23]4[CH2:28][CH2:27][CH2:26][CH2:25][CH:24]4[C:29]([O:31][CH2:32][CH3:33])=[O:30])[CH:19]=[CH:18][CH:17]=3)[N:12]=2)=[CH:6][CH:7]=1. (4) Given the reactants [NH2:1][C@@H:2]([CH2:7][CH3:8])[C:3]([O:5][CH3:6])=[O:4].C([O-])(=O)C.[Na+].[C:14]1(=O)[CH2:18][CH2:17][CH2:16][CH2:15]1.C(O[BH-](OC(=O)C)OC(=O)C)(=O)C.[Na+].C(=O)([O-])[O-].[Na+].[Na+], predict the reaction product. The product is: [CH:14]1([NH:1][C@@H:2]([CH2:7][CH3:8])[C:3]([O:5][CH3:6])=[O:4])[CH2:18][CH2:17][CH2:16][CH2:15]1. (5) Given the reactants [C:1]1([S:7]([N:10]2[C:14]3=[N:15][CH:16]=[C:17]([N+:30]([O-])=O)[C:18]([NH:19][CH:20]4[CH2:25][CH2:24][N:23]([CH2:26][CH2:27][C:28]#[N:29])[CH2:22][CH2:21]4)=[C:13]3[CH:12]=[CH:11]2)(=[O:9])=[O:8])[CH:6]=[CH:5][CH:4]=[CH:3][CH:2]=1, predict the reaction product. The product is: [NH2:30][C:17]1[C:18]([NH:19][CH:20]2[CH2:21][CH2:22][N:23]([CH2:26][CH2:27][C:28]#[N:29])[CH2:24][CH2:25]2)=[C:13]2[CH:12]=[CH:11][N:10]([S:7]([C:1]3[CH:2]=[CH:3][CH:4]=[CH:5][CH:6]=3)(=[O:9])=[O:8])[C:14]2=[N:15][CH:16]=1.